Dataset: Catalyst prediction with 721,799 reactions and 888 catalyst types from USPTO. Task: Predict which catalyst facilitates the given reaction. (1) Reactant: [F:1][C:2]([F:13])([F:12])[C:3]([CH3:11])([OH:10])[C:4]#[C:5][Si](C)(C)C.[H-].[Na+].[N+:16]([C:19]1[CH:27]=[CH:26][C:22]([C:23](Cl)=[O:24])=[CH:21][CH:20]=1)([O-:18])=[O:17]. Product: [N+:16]([C:19]1[CH:20]=[CH:21][C:22]([C:23]([O:10][C:3]([CH3:11])([C:2]([F:13])([F:12])[F:1])[C:4]#[CH:5])=[O:24])=[CH:26][CH:27]=1)([O-:18])=[O:17]. The catalyst class is: 3. (2) Reactant: Br[CH:2]([CH2:26][CH2:27][Cl:28])[C:3]([C:5]1[CH:25]=[CH:24][C:8]([O:9][CH2:10][CH2:11][CH2:12][CH2:13][CH2:14][O:15][C:16]2[CH:23]=[CH:22][C:19]([C:20]#[N:21])=[CH:18][CH:17]=2)=[CH:7][CH:6]=1)=O.[NH2:29][C:30]([NH2:32])=[S:31].C(O)C. Product: [NH2:32][C:30]1[S:31][C:2]([CH2:26][CH2:27][Cl:28])=[C:3]([C:5]2[CH:25]=[CH:24][C:8]([O:9][CH2:10][CH2:11][CH2:12][CH2:13][CH2:14][O:15][C:16]3[CH:23]=[CH:22][C:19]([C:20]#[N:21])=[CH:18][CH:17]=3)=[CH:7][CH:6]=2)[N:29]=1. The catalyst class is: 6. (3) Reactant: [OH-:1].[Na+].[C@@H:3]1([N:11]2[C:21]3[N:20]=[C:18]([NH2:19])[NH:17][C:15](=[O:16])[C:14]=3[N:13]=[CH:12]2)[O:10][C@H:7]([CH2:8][OH:9])[C@@H:5]([OH:6])[CH2:4]1.Cl.[C:23](Cl)(=[O:27])[CH:24]([CH3:26])[CH3:25]. Product: [C:23]([NH:19][C:18]1[NH:17][C:15](=[O:16])[C:14]2[N:13]=[CH:12][N:11]([C:21]=2[N:20]=1)[C@@H:3]1[O:10][C@H:7]([CH:8]([C:23](=[O:1])[CH:24]([CH3:26])[CH3:25])[OH:9])[C@@:5]([C:23](=[O:27])[CH:24]([CH3:26])[CH3:25])([OH:6])[CH2:4]1)(=[O:27])[CH:24]([CH3:26])[CH3:25]. The catalyst class is: 6. (4) Reactant: C([O:3][C:4](=[O:26])[C:5]1[CH:10]=[C:9]([O:11][CH2:12][CH3:13])[C:8]([Br:14])=[C:7]([O:15][CH2:16][CH2:17][C:18]2[CH:23]=[CH:22][C:21]([Cl:24])=[CH:20][C:19]=2[Cl:25])[CH:6]=1)C.O.[OH-].[Na+].Cl. Product: [Br:14][C:8]1[C:9]([O:11][CH2:12][CH3:13])=[CH:10][C:5]([C:4]([OH:26])=[O:3])=[CH:6][C:7]=1[O:15][CH2:16][CH2:17][C:18]1[CH:23]=[CH:22][C:21]([Cl:24])=[CH:20][C:19]=1[Cl:25]. The catalyst class is: 12. (5) Reactant: Br[C:2]1[CH:7]=[C:6]([Cl:8])[CH:5]=[CH:4][C:3]=1[C:9]#[C:10][Si:11]([CH3:14])([CH3:13])[CH3:12].[CH3:15][O:16][C:17]1[CH:22]=[C:21](B(O)O)[CH:20]=[CH:19][N:18]=1.C(=O)([O-])[O-].[K+].[K+]. Product: [Cl:8][C:6]1[CH:5]=[CH:4][C:3]([C:9]#[C:10][Si:11]([CH3:14])([CH3:13])[CH3:12])=[C:2]([C:21]2[CH:20]=[CH:19][N:18]=[C:17]([O:16][CH3:15])[CH:22]=2)[CH:7]=1. The catalyst class is: 12. (6) Product: [S:1]1[C:5]2[CH:6]=[C:7]([N:10]3[CH2:15][CH2:14][NH:13][C:11]3=[O:12])[CH:8]=[CH:9][C:4]=2[N:3]=[CH:2]1. Reactant: [S:1]1[C:5]2[CH:6]=[C:7]([NH:10][C:11]([NH:13][CH2:14][CH2:15]Cl)=[O:12])[CH:8]=[CH:9][C:4]=2[N:3]=[CH:2]1.[H-].[Na+].C(OCC)(=O)C. The catalyst class is: 198. (7) Reactant: Br[C:2]1[CH:7]=[C:6]([F:8])[C:5]([Br:9])=[CH:4][C:3]=1[F:10].C([Li])CCC.[C:16](=[O:18])=[O:17]. Product: [Br:9][C:5]1[C:6]([F:8])=[CH:7][C:2]([C:16]([OH:18])=[O:17])=[C:3]([F:10])[CH:4]=1. The catalyst class is: 27.